This data is from Reaction yield outcomes from USPTO patents with 853,638 reactions. The task is: Predict the reaction yield, written as a fraction of the theoretical maximum amount of product (1.0 means a 100% yield; for example, 0.34 means a 34% yield). (1) The catalyst is O.Cl. The product is [ClH:15].[N+:1]([C:4]1[CH:5]=[C:6]([NH:7][NH2:11])[CH:8]=[CH:9][CH:10]=1)([O-:3])=[O:2]. The reactants are [N+:1]([C:4]1[CH:5]=[C:6]([CH:8]=[CH:9][CH:10]=1)[NH2:7])([O-:3])=[O:2].[N:11]([O-])=O.[Na+].[Cl:15][Sn]Cl.O. The yield is 0.730. (2) The reactants are [CH3:1][CH2:2][O-:3].[Na+].Br[CH2:6][CH2:7][CH2:8][O:9][C:10]1[CH:15]=[CH:14][CH:13]=[CH:12][CH:11]=1. The catalyst is CCO. The product is [CH2:2]([O:3][CH2:6][CH2:7][CH2:8][O:9][C:10]1[CH:15]=[CH:14][CH:13]=[CH:12][CH:11]=1)[CH3:1]. The yield is 0.600. (3) The reactants are [C:1]([O:5][C:6]([NH:8][C:9]1([C:15]([OH:17])=[O:16])[CH2:14][CH2:13][CH2:12][CH2:11][CH2:10]1)=[O:7])([CH3:4])([CH3:3])[CH3:2].CO.[CH3:20]C(O)=O. The catalyst is C(Cl)Cl. The product is [C:1]([O:5][C:6]([NH:8][C:9]1([C:15]([O:17][CH3:20])=[O:16])[CH2:14][CH2:13][CH2:12][CH2:11][CH2:10]1)=[O:7])([CH3:4])([CH3:2])[CH3:3]. The yield is 1.00. (4) The yield is 0.860. The product is [C:1]([O:5][C:6]([N:8]1[CH2:12][CH:11]([CH2:32][OH:33])[CH:10]2[O:14][CH2:15][C:16]([O:17][CH3:18])([O:19][CH3:20])[CH:9]12)=[O:7])([CH3:3])([CH3:2])[CH3:4]. The reactants are [C:1]([O:5][C:6]([N:8]1[CH2:12][C:11](=O)[CH:10]2[O:14][CH2:15][C:16]([O:19][CH3:20])([O:17][CH3:18])[CH:9]12)=[O:7])([CH3:4])([CH3:3])[CH3:2].B1C2CCCC1CCC2.C1C[O:33][CH2:32]C1. No catalyst specified. (5) The reactants are [CH3:1][O:2][C:3](=[O:28])[C@@H:4]([CH2:21][C:22]1[CH:27]=[CH:26][CH:25]=[CH:24][CH:23]=1)[CH2:5][N:6]1[CH2:11][CH2:10][C@:9]([C:13]2[CH:18]=[CH:17][CH:16]=[C:15]([OH:19])[CH:14]=2)([CH3:12])[C@@H:8]([CH3:20])[CH2:7]1.C(N(CC)CC)C.C1C=CC(N([S:43]([C:46]([F:49])([F:48])[F:47])(=[O:45])=[O:44])[S:43]([C:46]([F:49])([F:48])[F:47])(=[O:45])=[O:44])=CC=1. The catalyst is C(Cl)Cl. The product is [CH3:1][O:2][C:3](=[O:28])[C@@H:4]([CH2:21][C:22]1[CH:27]=[CH:26][CH:25]=[CH:24][CH:23]=1)[CH2:5][N:6]1[CH2:11][CH2:10][C@@:9]([CH3:12])([C:13]2[CH:18]=[CH:17][CH:16]=[C:15]([O:19][S:43]([C:46]([F:49])([F:48])[F:47])(=[O:45])=[O:44])[CH:14]=2)[C@@H:8]([CH3:20])[CH2:7]1. The yield is 0.930. (6) The reactants are [N+:1]([C:4]1[CH:13]=[CH:12][CH:11]=[C:10]2[C:5]=1[CH:6]=[N:7][N:8]=[CH:9]2)([O-])=O.O.NN. The catalyst is C(O)C.C1COCC1.[Ni].O. The product is [CH:9]1[C:10]2[C:5](=[C:4]([NH2:1])[CH:13]=[CH:12][CH:11]=2)[CH:6]=[N:7][N:8]=1. The yield is 0.790. (7) The reactants are [H-].[Na+].C(OP([CH2:11][C:12]([O:14][CH2:15][CH3:16])=[O:13])(OCC)=O)C.[F:17][CH2:18][C:19]([C:21]1[CH:26]=[CH:25][CH:24]=[CH:23][CH:22]=1)=O. The catalyst is O1CCCC1. The product is [F:17][CH2:18]/[C:19](/[C:21]1[CH:26]=[CH:25][CH:24]=[CH:23][CH:22]=1)=[CH:11]\[C:12]([O:14][CH2:15][CH3:16])=[O:13]. The yield is 0.840. (8) The reactants are [N:1]([CH2:4][C:5]1[CH:20]=[CH:19][C:8]([CH2:9][C:10]2[CH:15]=[CH:14][C:13]([N+:16]([O-:18])=[O:17])=[CH:12][CH:11]=2)=[CH:7][CH:6]=1)=[N+]=[N-].O.C1(P(C2C=CC=CC=2)C2C=CC=CC=2)C=CC=CC=1. The catalyst is O1CCCC1. The product is [NH2:1][CH2:4][C:5]1[CH:20]=[CH:19][C:8]([CH2:9][C:10]2[CH:15]=[CH:14][C:13]([N+:16]([O-:18])=[O:17])=[CH:12][CH:11]=2)=[CH:7][CH:6]=1. The yield is 0.790. (9) The reactants are Cl[C:2]1[CH:11]=[C:10]([O:12][CH3:13])[C:5]([C:6]([O:8]C)=[O:7])=[CH:4][N:3]=1.CCCC[Sn](CCCC)CCCC.CCCC[Sn](CCCC)CCCC.[Cl:40][C:41]1[CH:48]=[C:47]([N:49]2[C@@H:53]([CH:54]3[CH2:58][CH2:57][CH2:56][CH2:55]3)[CH2:52][C:51](Cl)=[N:50]2)[CH:46]=[CH:45][C:42]=1[C:43]#[N:44].[Cl-].[Li+]. No catalyst specified. The product is [Cl:40][C:41]1[CH:48]=[C:47]([N:49]2[C@@H:53]([CH:54]3[CH2:55][CH2:56][CH2:57][CH2:58]3)[CH2:52][C:51]([C:2]3[CH:11]=[C:10]([O:12][CH3:13])[C:5]([C:6]([OH:8])=[O:7])=[CH:4][N:3]=3)=[N:50]2)[CH:46]=[CH:45][C:42]=1[C:43]#[N:44]. The yield is 0.110.